From a dataset of Full USPTO retrosynthesis dataset with 1.9M reactions from patents (1976-2016). Predict the reactants needed to synthesize the given product. (1) The reactants are: [CH3:1][C:2]1[N:3]=[C:4]([CH2:7][CH2:8][C:9]#[N:10])[NH:5][CH:6]=1.[CH3:11][C:12]1[CH:21]=[C:20]([CH3:22])[C:19](B2OC(C)(C)C(C)(C)O2)=[CH:18][C:13]=1[C:14]([O:16]C)=O.CC1C=CC(C(OC)=O)=CC=1B1OC(C)(C)C(C)(C)O1.Cl.[F:53][C:54]1([C:58]2[CH:65]=[CH:64][C:61]([C:62]#[N:63])=[CH:60][CH:59]=2)[CH2:57][NH:56][CH2:55]1.Cl.N1CC(C2C=CC(C#N)=CC=2)C1. Given the product [C:9]([CH2:8][CH2:7][C:4]1[NH:5][C:6]([C:19]2[C:20]([CH3:22])=[CH:21][C:12]([CH3:11])=[C:13]([CH:18]=2)[C:14]([N:56]2[CH2:55][C:54]([C:58]3[CH:59]=[CH:60][C:61]([C:62]#[N:63])=[CH:64][CH:65]=3)([F:53])[CH2:57]2)=[O:16])=[C:2]([CH3:1])[N:3]=1)#[N:10], predict the reactants needed to synthesize it. (2) Given the product [CH3:24][O:25][C:2]1[N:7]=[N:6][C:5]([N:8]2[C:12]([C:13]3[CH:18]=[CH:17][CH:16]=[CH:15][N:14]=3)=[CH:11][C:10]([C:19]([O:21][CH3:22])=[O:20])=[N:9]2)=[CH:4][CH:3]=1, predict the reactants needed to synthesize it. The reactants are: Cl[C:2]1[N:7]=[N:6][C:5]([N:8]2[C:12]([C:13]3[CH:18]=[CH:17][CH:16]=[CH:15][N:14]=3)=[CH:11][C:10]([C:19]([O:21][CH2:22]C)=[O:20])=[N:9]2)=[CH:4][CH:3]=1.[CH3:24][O-:25].[Na+]. (3) Given the product [Cl:1][C:2]1[CH:3]=[C:4]([S:8]([NH:11][C:12]2[CH:20]=[CH:19][C:15]([C:16]([O:18][CH:25]([CH3:26])[CH2:24][O:23][CH3:22])=[O:17])=[C:14]([OH:21])[CH:13]=2)(=[O:9])=[O:10])[S:5][C:6]=1[Cl:7], predict the reactants needed to synthesize it. The reactants are: [Cl:1][C:2]1[CH:3]=[C:4]([S:8]([NH:11][C:12]2[CH:20]=[CH:19][C:15]([C:16]([OH:18])=[O:17])=[C:14]([OH:21])[CH:13]=2)(=[O:10])=[O:9])[S:5][C:6]=1[Cl:7].[CH3:22][O:23][CH2:24][CH:25](O)[CH3:26]. (4) Given the product [Br:1][C:2]1[CH:3]=[C:4]([CH:7]=[C:8]([OH:11])[C:9]=1[OH:10])[CH:5]=[O:6], predict the reactants needed to synthesize it. The reactants are: [Br:1][C:2]1[CH:3]=[C:4]([CH:7]=[C:8]([O:11]C)[C:9]=1[OH:10])[CH:5]=[O:6].B(Br)(Br)Br.